The task is: Regression. Given two drug SMILES strings and cell line genomic features, predict the synergy score measuring deviation from expected non-interaction effect.. This data is from NCI-60 drug combinations with 297,098 pairs across 59 cell lines. (1) Drug 1: CC1=C(C=C(C=C1)NC(=O)C2=CC=C(C=C2)CN3CCN(CC3)C)NC4=NC=CC(=N4)C5=CN=CC=C5. Drug 2: CC1=C(C(=CC=C1)Cl)NC(=O)C2=CN=C(S2)NC3=CC(=NC(=N3)C)N4CCN(CC4)CCO. Cell line: CCRF-CEM. Synergy scores: CSS=-0.0915, Synergy_ZIP=-1.95, Synergy_Bliss=-6.83, Synergy_Loewe=-11.8, Synergy_HSA=-9.91. (2) Drug 1: CC1=C(C=C(C=C1)NC(=O)C2=CC=C(C=C2)CN3CCN(CC3)C)NC4=NC=CC(=N4)C5=CN=CC=C5. Drug 2: CC1C(C(CC(O1)OC2CC(CC3=C2C(=C4C(=C3O)C(=O)C5=CC=CC=C5C4=O)O)(C(=O)C)O)N)O. Cell line: UACC62. Synergy scores: CSS=59.8, Synergy_ZIP=-1.28, Synergy_Bliss=0.283, Synergy_Loewe=-45.1, Synergy_HSA=0.237. (3) Drug 1: C1C(C(OC1N2C=C(C(=O)NC2=O)F)CO)O. Drug 2: N.N.Cl[Pt+2]Cl. Cell line: MCF7. Synergy scores: CSS=30.2, Synergy_ZIP=-9.94, Synergy_Bliss=-6.19, Synergy_Loewe=-3.60, Synergy_HSA=-1.27. (4) Drug 1: C1CCN(CC1)CCOC2=CC=C(C=C2)C(=O)C3=C(SC4=C3C=CC(=C4)O)C5=CC=C(C=C5)O. Drug 2: C1=CC=C(C(=C1)C(C2=CC=C(C=C2)Cl)C(Cl)Cl)Cl. Cell line: OVCAR-4. Synergy scores: CSS=6.43, Synergy_ZIP=-0.563, Synergy_Bliss=3.40, Synergy_Loewe=1.42, Synergy_HSA=0.904. (5) Drug 1: CC1C(C(CC(O1)OC2CC(CC3=C2C(=C4C(=C3O)C(=O)C5=C(C4=O)C(=CC=C5)OC)O)(C(=O)CO)O)N)O.Cl. Drug 2: C1=NC2=C(N1)C(=S)N=CN2. Cell line: HOP-92. Synergy scores: CSS=44.3, Synergy_ZIP=-6.57, Synergy_Bliss=-4.88, Synergy_Loewe=-2.04, Synergy_HSA=1.18. (6) Drug 1: C1=CC=C(C=C1)NC(=O)CCCCCCC(=O)NO. Drug 2: CC1CCCC2(C(O2)CC(NC(=O)CC(C(C(=O)C(C1O)C)(C)C)O)C(=CC3=CSC(=N3)C)C)C. Cell line: UO-31. Synergy scores: CSS=15.2, Synergy_ZIP=-6.96, Synergy_Bliss=2.99, Synergy_Loewe=-13.7, Synergy_HSA=0.513. (7) Drug 1: C1=C(C(=O)NC(=O)N1)N(CCCl)CCCl. Drug 2: CC1=C(C(CCC1)(C)C)C=CC(=CC=CC(=CC(=O)O)C)C. Cell line: A498. Synergy scores: CSS=8.86, Synergy_ZIP=-7.66, Synergy_Bliss=-4.88, Synergy_Loewe=-3.71, Synergy_HSA=-3.43. (8) Drug 1: C(=O)(N)NO. Drug 2: N.N.Cl[Pt+2]Cl. Cell line: PC-3. Synergy scores: CSS=52.8, Synergy_ZIP=-2.59, Synergy_Bliss=-3.45, Synergy_Loewe=-23.8, Synergy_HSA=-3.00. (9) Drug 1: C1CCC(CC1)NC(=O)N(CCCl)N=O. Drug 2: CC1=C(C(=O)C2=C(C1=O)N3CC4C(C3(C2COC(=O)N)OC)N4)N. Cell line: ACHN. Synergy scores: CSS=29.0, Synergy_ZIP=-5.13, Synergy_Bliss=-4.54, Synergy_Loewe=-36.2, Synergy_HSA=-2.65. (10) Drug 1: CC1=CC2C(CCC3(C2CCC3(C(=O)C)OC(=O)C)C)C4(C1=CC(=O)CC4)C. Drug 2: CCN(CC)CCNC(=O)C1=C(NC(=C1C)C=C2C3=C(C=CC(=C3)F)NC2=O)C. Cell line: KM12. Synergy scores: CSS=28.3, Synergy_ZIP=-5.84, Synergy_Bliss=-11.0, Synergy_Loewe=-44.5, Synergy_HSA=-10.2.